Dataset: Full USPTO retrosynthesis dataset with 1.9M reactions from patents (1976-2016). Task: Predict the reactants needed to synthesize the given product. (1) Given the product [Br:1][C:2]1[CH:7]=[C:6]2[N:8]([C:17]3[C:26]4[C:21](=[C:22]([CH3:27])[CH:23]=[CH:24][CH:25]=4)[N:20]=[C:19]([CH3:28])[C:18]=3[CH3:29])[CH2:9][C:10]3([CH2:15][CH2:14][O:13][CH2:12][CH2:11]3)[C:5]2=[CH:4][CH:3]=1, predict the reactants needed to synthesize it. The reactants are: [Br:1][C:2]1[CH:7]=[C:6]2[NH:8][CH2:9][C:10]3([CH2:15][CH2:14][O:13][CH2:12][CH2:11]3)[C:5]2=[CH:4][CH:3]=1.Cl[C:17]1[C:26]2[C:21](=[C:22]([CH3:27])[CH:23]=[CH:24][CH:25]=2)[N:20]=[C:19]([CH3:28])[C:18]=1[CH3:29]. (2) Given the product [CH:1]1([N:4]2[C:5]3[CH:10]=[C:9]([F:11])[CH:8]=[CH:7][C:6]=3[N:12]=[C:13]2[C:15]2[CH:16]=[N:17][CH:18]=[C:19]([F:21])[CH:20]=2)[CH2:3][CH2:2]1, predict the reactants needed to synthesize it. The reactants are: [CH:1]1([NH:4][C:5]2[CH:10]=[C:9]([F:11])[CH:8]=[CH:7][C:6]=2[NH:12][C:13]([C:15]2[CH:16]=[N:17][CH:18]=[C:19]([F:21])[CH:20]=2)=O)[CH2:3][CH2:2]1. (3) The reactants are: [F:1][C:2]1[CH:7]=[CH:6][C:5]([C:8]2[N:16]3[C:11]([CH:12]=[C:13]([CH2:17][N:18]4[CH:22]=[C:21]([C:23]([OH:30])([C:26]([F:29])([F:28])[F:27])[CH2:24][CH3:25])[N:20]=[N:19]4)[CH:14]=[CH:15]3)=[CH:10][C:9]=2[CH:31]=O)=[CH:4][CH:3]=1.Cl.[CH2:34]([O:36][C:37](=[O:41])[CH2:38][CH2:39][NH2:40])[CH3:35].C(O)(=O)C.C(O[BH-](OC(=O)C)OC(=O)C)(=O)C.[Na+]. Given the product [CH2:34]([O:36][C:37](=[O:41])[CH2:38][CH2:39][NH:40][CH2:31][C:9]1[CH:10]=[C:11]2[N:16]([C:8]=1[C:5]1[CH:6]=[CH:7][C:2]([F:1])=[CH:3][CH:4]=1)[CH:15]=[CH:14][C:13]([CH2:17][N:18]1[CH:22]=[C:21]([C:23]([OH:30])([C:26]([F:27])([F:28])[F:29])[CH2:24][CH3:25])[N:20]=[N:19]1)=[CH:12]2)[CH3:35], predict the reactants needed to synthesize it.